Dataset: Reaction yield outcomes from USPTO patents with 853,638 reactions. Task: Predict the reaction yield, written as a fraction of the theoretical maximum amount of product (1.0 means a 100% yield; for example, 0.34 means a 34% yield). (1) The reactants are [C:1]([O:5][C:6](=[O:36])[NH:7][C:8]1([C:12]2[CH:17]=[CH:16][C:15]([C:18]3[C:27](=[O:28])[C:26]4[C:21](=[CH:22][CH:23]=[C:24](F)[CH:25]=4)[O:20][C:19]=3[C:30]3[CH:35]=[CH:34][CH:33]=[CH:32][CH:31]=3)=[CH:14][CH:13]=2)[CH2:11][CH2:10][CH2:9]1)([CH3:4])([CH3:3])[CH3:2].IC1C(=O)C2C(=CC([O:49][C:50]([F:53])([F:52])[F:51])=CC=2)OC=1C1C=CC=CC=1. No catalyst specified. The product is [C:1]([O:5][C:6](=[O:36])[NH:7][C:8]1([C:12]2[CH:13]=[CH:14][C:15]([C:18]3[C:27](=[O:28])[C:26]4[C:21](=[CH:22][C:23]([O:49][C:50]([F:53])([F:52])[F:51])=[CH:24][CH:25]=4)[O:20][C:19]=3[C:30]3[CH:31]=[CH:32][CH:33]=[CH:34][CH:35]=3)=[CH:16][CH:17]=2)[CH2:9][CH2:10][CH2:11]1)([CH3:4])([CH3:3])[CH3:2]. The yield is 1.00. (2) The reactants are [CH3:1][O:2][CH2:3][CH2:4][O:5][C:6]1[CH:7]=[C:8]2[C:12](=[C:13]([NH:15][S:16]([C:19]3[CH:24]=[CH:23][CH:22]=[CH:21][N:20]=3)(=[O:18])=[O:17])[CH:14]=1)[NH:11][C:10]([C:25]([O:27][CH2:28][CH3:29])=[O:26])=[CH:9]2.[F:30][CH:31]([F:34])[CH2:32]O.C(P(CCCC)CCCC)CCC.N(C(N1CCCCC1)=O)=NC(N1CCCCC1)=O. The catalyst is C1(C)C=CC=CC=1. The product is [F:30][CH:31]([F:34])[CH2:32][N:15]([S:16]([C:19]1[CH:24]=[CH:23][CH:22]=[CH:21][N:20]=1)(=[O:17])=[O:18])[C:13]1[CH:14]=[C:6]([O:5][CH2:4][CH2:3][O:2][CH3:1])[CH:7]=[C:8]2[C:12]=1[NH:11][C:10]([C:25]([O:27][CH2:28][CH3:29])=[O:26])=[CH:9]2. The yield is 0.370. (3) The reactants are [NH:1]1[CH:5]=[CH:4][C:3]([C:6]([OH:8])=[O:7])=[CH:2]1.OS(O)(=O)=O.[CH3:14][CH2:15]O. No catalyst specified. The product is [NH:1]1[CH:5]=[CH:4][C:3]([C:6]([O:8][CH2:14][CH3:15])=[O:7])=[CH:2]1. The yield is 0.740. (4) The reactants are [CH:1]([C:3]1[CH:18]=[CH:17][C:6]([O:7][C:8]2[N:9]=[CH:10][C:11]([C:14]([NH2:16])=[O:15])=[N:12][CH:13]=2)=[C:5]([CH3:19])[CH:4]=1)=O.[N:20]1[CH:25]=[CH:24][CH:23]=[C:22]([CH2:26][CH2:27][NH2:28])[CH:21]=1.[BH4-].[Na+]. The catalyst is CO. The product is [CH3:19][C:5]1[CH:4]=[C:3]([CH2:1][NH:28][CH2:27][CH2:26][C:22]2[CH:21]=[N:20][CH:25]=[CH:24][CH:23]=2)[CH:18]=[CH:17][C:6]=1[O:7][C:8]1[N:9]=[CH:10][C:11]([C:14]([NH2:16])=[O:15])=[N:12][CH:13]=1. The yield is 0.372. (5) The yield is 0.531. The reactants are C[O:2][C:3](=[O:31])[C:4]1[CH:9]=[CH:8][C:7]([NH:10][C:11](=[O:30])[CH2:12][O:13][C:14]2[CH:19]=[CH:18][C:17]([C:20]34[CH2:29][CH:24]5[CH2:25][CH:26]([CH2:28][CH:22]([CH2:23]5)[CH2:21]3)[CH2:27]4)=[CH:16][CH:15]=2)=[CH:6][CH:5]=1.Cl. The product is [C:20]12([C:17]3[CH:18]=[CH:19][C:14]([O:13][CH2:12][C:11]([NH:10][C:7]4[CH:6]=[CH:5][C:4]([C:3]([OH:31])=[O:2])=[CH:9][CH:8]=4)=[O:30])=[CH:15][CH:16]=3)[CH2:27][CH:26]3[CH2:28][CH:22]([CH2:23][CH:24]([CH2:25]3)[CH2:29]1)[CH2:21]2. The catalyst is O1CCOCC1.O. (6) The reactants are [F:1][C:2]1[CH:7]=[CH:6][CH:5]=[C:4]([F:8])[C:3]=1[C:9]1[CH:10]=[C:11]2[C:15](=[CH:16][CH:17]=1)[NH:14][N:13]=[CH:12]2.[OH-].[K+].[I:20]I.O. The catalyst is CN(C=O)C. The product is [F:1][C:2]1[CH:7]=[CH:6][CH:5]=[C:4]([F:8])[C:3]=1[C:9]1[CH:10]=[C:11]2[C:15](=[CH:16][CH:17]=1)[NH:14][N:13]=[C:12]2[I:20]. The yield is 0.724. (7) The reactants are C(NC(C)C)(C)C.C([Li])CCC.ClC1C=CC=CN=1.FC1(F)C(=C)CN(C(OC(C)(C)C)=O)C1=O.[Cl-].[NH4+].[Cl:38][C:39]1[C:44]([C:45](=O)[C:46]([F:59])([F:58])[C:47](=[CH2:57])[CH2:48][NH:49]C(=O)OC(C)(C)C)=[CH:43][CH:42]=[CH:41][N:40]=1.ClC1C(C2(O)C(F)(F)C(=C)CN2C(OC(C)(C)C)=O)=CC=CN=1.Cl. The catalyst is O1CCCC1.C(O)(=O)C.CCCCCC. The product is [Cl:38][C:39]1[C:44]([C:45]2[C:46]([F:59])([F:58])[C:47](=[CH2:57])[CH2:48][N:49]=2)=[CH:43][CH:42]=[CH:41][N:40]=1. The yield is 0.410. (8) The catalyst is CO. The product is [OH:14][CH2:13][CH2:15][N:16]1[C:3](=[O:12])[CH:2]2[CH:6]([CH:7]3[O:10][CH:1]2[CH:9]=[CH:8]3)[C:5]1=[O:11]. The yield is 0.420. The reactants are [CH:1]12[O:10][CH:7]([CH:8]=[CH:9]1)[CH:6]1[CH:2]2[C:3](=[O:12])O[C:5]1=[O:11].[CH2:13]([CH2:15][NH2:16])[OH:14]. (9) The reactants are [N+:1]([C:4]1[CH:9]=[CH:8][C:7]([C:10]2[CH:15]=[CH:14][C:13]([O:16][CH:17]3[CH:22]4[CH2:23][CH2:24][N:19]([CH2:20][CH2:21]4)[CH2:18]3)=[CH:12][CH:11]=2)=[CH:6][CH:5]=1)([O-])=O. The catalyst is CO.[Pd]. The product is [N:19]12[CH2:20][CH2:21][CH:22]([CH2:23][CH2:24]1)[CH:17]([O:16][C:13]1[CH:12]=[CH:11][C:10]([C:7]3[CH:8]=[CH:9][C:4]([NH2:1])=[CH:5][CH:6]=3)=[CH:15][CH:14]=1)[CH2:18]2. The yield is 0.740. (10) The product is [CH3:16][S:13]([C:9]1[CH:10]=[C:11]2[C:6](=[CH:7][CH:8]=1)[N:5]=[CH:4][C:3]([CH2:2][C:19]1[CH:20]=[C:21]([CH:26]=[CH:27][N:28]=1)[C:22]([O:24][CH3:25])=[O:23])=[CH:12]2)(=[O:15])=[O:14]. The catalyst is O1CCOCC1.Cl[Pd](Cl)([P](C1C=CC=CC=1)(C1C=CC=CC=1)C1C=CC=CC=1)[P](C1C=CC=CC=1)(C1C=CC=CC=1)C1C=CC=CC=1. The yield is 0.670. The reactants are Cl[CH2:2][C:3]1[CH:4]=[N:5][C:6]2[C:11]([CH:12]=1)=[CH:10][C:9]([S:13]([CH3:16])(=[O:15])=[O:14])=[CH:8][CH:7]=2.C[Sn](C)(C)[C:19]1[CH:20]=[C:21]([CH:26]=[CH:27][N:28]=1)[C:22]([O:24][CH3:25])=[O:23].